This data is from Reaction yield outcomes from USPTO patents with 853,638 reactions. The task is: Predict the reaction yield, written as a fraction of the theoretical maximum amount of product (1.0 means a 100% yield; for example, 0.34 means a 34% yield). (1) The reactants are NN.[Cl:3][C:4]1[S:8][C:7]([C:9]([NH:11][C@@H:12]([CH2:25][C:26]2[CH:31]=[CH:30][CH:29]=[C:28]([F:32])[CH:27]=2)[CH2:13][N:14]2C(=O)C3C(=CC=CC=3)C2=O)=[O:10])=[CH:6][C:5]=1[C:33]1[N:37]([CH2:38][CH3:39])[N:36]=[CH:35][C:34]=1[CH3:40]. The catalyst is CO. The product is [NH2:14][CH2:13][C@@H:12]([NH:11][C:9]([C:7]1[S:8][C:4]([Cl:3])=[C:5]([C:33]2[N:37]([CH2:38][CH3:39])[N:36]=[CH:35][C:34]=2[CH3:40])[CH:6]=1)=[O:10])[CH2:25][C:26]1[CH:31]=[CH:30][CH:29]=[C:28]([F:32])[CH:27]=1. The yield is 0.530. (2) The reactants are C(Cl)(=O)C(Cl)=O.[Br:7][C:8]1[CH:13]=[CH:12][N:11]=[C:10]([C:14]([OH:16])=O)[CH:9]=1.[F:17][C:18]1[CH:32]=[CH:31][C:21]([CH2:22][NH:23][O:24][CH:25]2[CH2:30][CH2:29][CH2:28][CH2:27][O:26]2)=[CH:20][CH:19]=1.C(N(CC)CC)C. The catalyst is ClCCl.CN(C)C=O. The product is [F:17][C:18]1[CH:32]=[CH:31][C:21]([CH2:22][N:23]([O:24][CH:25]2[CH2:30][CH2:29][CH2:28][CH2:27][O:26]2)[C:14]([C:10]2[CH:9]=[C:8]([Br:7])[CH:13]=[CH:12][N:11]=2)=[O:16])=[CH:20][CH:19]=1. The yield is 0.340. (3) The reactants are [NH2:1][C:2]1[C:3](=[O:11])[N:4]([CH3:10])[N:5]=[C:6]([Cl:9])[C:7]=1I.[C:12]([OH:17])(=[O:16])[C:13]([CH3:15])=O.N12CCN(CC1)CC2. The catalyst is CN(C)C=O.C([O-])(=O)C.[Pd+2].C([O-])(=O)C. The product is [Cl:9][C:6]1[C:7]2[CH:15]=[C:13]([C:12]([OH:17])=[O:16])[NH:1][C:2]=2[C:3](=[O:11])[N:4]([CH3:10])[N:5]=1. The yield is 0.530.